From a dataset of Reaction yield outcomes from USPTO patents with 853,638 reactions. Predict the reaction yield, written as a fraction of the theoretical maximum amount of product (1.0 means a 100% yield; for example, 0.34 means a 34% yield). (1) The reactants are [OH:1][C:2]1[CH:7]=[CH:6][C:5]([C:8](=[C:18]2[CH2:23][C:22]([CH3:25])([CH3:24])[CH2:21][C:20]([CH3:27])([CH3:26])[CH2:19]2)[C:9]2[CH:17]=[CH:16][C:12]([C:13](O)=[O:14])=[CH:11][CH:10]=2)=[CH:4][CH:3]=1.CC[N:30](CC)CC.ClC(OCC)=O.[NH4+].[OH-].[NH4+].[Cl-]. The catalyst is C1COCC1. The product is [OH:1][C:2]1[CH:7]=[CH:6][C:5]([C:8](=[C:18]2[CH2:23][C:22]([CH3:25])([CH3:24])[CH2:21][C:20]([CH3:27])([CH3:26])[CH2:19]2)[C:9]2[CH:17]=[CH:16][C:12]([C:13]([NH2:30])=[O:14])=[CH:11][CH:10]=2)=[CH:4][CH:3]=1. The yield is 0.350. (2) The reactants are O[CH2:2][CH:3]1[CH2:8][CH2:7][CH2:6][CH:5]([NH:9][C:10](=[O:16])[O:11][C:12]([CH3:15])([CH3:14])[CH3:13])[CH2:4]1.[C:17]1(=[O:27])[NH:21][C:20](=[O:22])[C:19]2=[CH:23][CH:24]=[CH:25][CH:26]=[C:18]12.C1(P(C2C=CC=CC=2)C2C=CC=CC=2)C=CC=CC=1.CC(OC(/N=N/C(OC(C)C)=O)=O)C. The catalyst is C1COCC1. The product is [O:22]=[C:20]1[C:19]2[C:18](=[CH:26][CH:25]=[CH:24][CH:23]=2)[C:17](=[O:27])[N:21]1[CH2:2][CH:3]1[CH2:8][CH2:7][CH2:6][CH:5]([NH:9][C:10](=[O:16])[O:11][C:12]([CH3:15])([CH3:14])[CH3:13])[CH2:4]1. The yield is 0.752. (3) The reactants are [O:1]=[C:2]1[C:11]([C:12]([O:14][CH2:15][CH3:16])=[O:13])=[N:10][C:9]2[C:4](=[CH:5][CH:6]=[CH:7][CH:8]=2)[NH:3]1.[CH3:17][O:18][C:19]1[CH:20]=[C:21](OB(O)O)[CH:22]=[CH:23][CH:24]=1.N1C=CC=CC=1. The catalyst is ClCCl.C([O-])(=O)C.[Cu+2].C([O-])(=O)C. The product is [CH3:17][O:18][C:19]1[CH:24]=[C:23]([N:3]2[C:4]3[C:9](=[CH:8][CH:7]=[CH:6][CH:5]=3)[N:10]=[C:11]([C:12]([O:14][CH2:15][CH3:16])=[O:13])[C:2]2=[O:1])[CH:22]=[CH:21][CH:20]=1. The yield is 0.420. (4) The reactants are Cl[C:2]1[CH:15]=[CH:14][C:13]2[C:12]3[CH:16]=[CH:17][CH:18]=[CH:19][C:11]=3[C:10]3[C:5](=[N:6][C:7]([C:20]4[CH:25]=[CH:24][CH:23]=[CH:22][CH:21]=4)=[CH:8][CH:9]=3)[C:4]=2[N:3]=1.CC1(C)C(C)(C)OB([C:34]2[CH:39]=[CH:38][CH:37]=[C:36](B3OC(C)(C)C(C)(C)O3)[CH:35]=2)O1.[CH3:50][CH2:51]O. The catalyst is C1C=CC([P]([Pd]([P](C2C=CC=CC=2)(C2C=CC=CC=2)C2C=CC=CC=2)([P](C2C=CC=CC=2)(C2C=CC=CC=2)C2C=CC=CC=2)[P](C2C=CC=CC=2)(C2C=CC=CC=2)C2C=CC=CC=2)(C2C=CC=CC=2)C2C=CC=CC=2)=CC=1.C1(C)C=CC=CC=1. The product is [C:20]1([C:7]2[N:6]=[C:5]3[C:10]([C:11]4[CH:19]=[CH:18][CH:17]=[CH:16][C:12]=4[C:13]4[CH:14]=[CH:15][C:2]([C:24]5[CH:23]=[CH:22][CH:21]=[C:20]([C:7]6[CH:8]=[CH:9][C:10]7[C:11]8[CH:12]=[CH:16][CH:17]=[CH:51][C:50]=8[C:13]8[C:4](=[N:3][C:2]([C:34]9[CH:35]=[CH:36][CH:37]=[CH:38][CH:39]=9)=[CH:15][CH:14]=8)[C:5]=7[N:6]=6)[CH:25]=5)=[N:3][C:4]=43)=[CH:9][CH:8]=2)[CH:25]=[CH:24][CH:23]=[CH:22][CH:21]=1. The yield is 0.610. (5) The reactants are Br[CH2:2][C:3]([C:5]1[CH:10]=[C:9]([Br:11])[C:8]([OH:12])=[C:7]([Br:13])[CH:6]=1)=O.[CH3:14][CH2:15][O:16][C:17]([C:19]([NH2:21])=[S:20])=[O:18]. The catalyst is C(O)C. The product is [CH2:15]([O:16][C:17]([C:19]1[S:20][CH:2]=[C:3]([C:5]2[CH:10]=[C:9]([Br:11])[C:8]([OH:12])=[C:7]([Br:13])[CH:6]=2)[N:21]=1)=[O:18])[CH3:14]. The yield is 0.890. (6) The reactants are O[C:2]([C@H:5]1[N:10]([C:11]([O:13]CC2C=CC=CC=2)=[O:12])[CH2:9][C@H:8]([C:21]([O:23]C)=[O:22])[CH2:7][CH2:6]1)([CH3:4])[CH3:3].[Li+].[OH-].Cl. The catalyst is C1COCC1.O. The product is [CH3:4][C:2]1([CH3:3])[C@@H:5]2[CH2:6][CH2:7][C@@H:8]([C:21]([OH:23])=[O:22])[CH2:9][N:10]2[C:11](=[O:12])[O:13]1. The yield is 0.787.